From a dataset of TCR-epitope binding with 47,182 pairs between 192 epitopes and 23,139 TCRs. Binary Classification. Given a T-cell receptor sequence (or CDR3 region) and an epitope sequence, predict whether binding occurs between them. (1) The epitope is QYDPVAALF. The TCR CDR3 sequence is CASSQGNEQFF. Result: 0 (the TCR does not bind to the epitope). (2) The epitope is RLRAEAQVK. The TCR CDR3 sequence is CASALLSSYNSPLHF. Result: 0 (the TCR does not bind to the epitope).